Dataset: Reaction yield outcomes from USPTO patents with 853,638 reactions. Task: Predict the reaction yield, written as a fraction of the theoretical maximum amount of product (1.0 means a 100% yield; for example, 0.34 means a 34% yield). (1) The reactants are Br[C:2]1[CH:10]=[CH:9][CH:8]=[C:7]2[C:3]=1[CH:4]=[CH:5][N:6]2[S:11]([C:14]1[CH:19]=[CH:18][CH:17]=[CH:16][CH:15]=1)(=[O:13])=[O:12].[CH:20]([SnH3])=[CH2:21].C(Cl)Cl. The catalyst is C1(C)C=CC=CC=1. The product is [C:14]1([S:11]([N:6]2[C:7]3[C:3](=[C:2]([CH:20]=[CH2:21])[CH:10]=[CH:9][CH:8]=3)[CH:4]=[CH:5]2)(=[O:13])=[O:12])[CH:19]=[CH:18][CH:17]=[CH:16][CH:15]=1. The yield is 0.620. (2) The product is [Cl:14][C:4]1[C:5]([O:12][CH3:13])=[CH:6][C:7]([O:10][CH3:11])=[C:8]([F:9])[C:3]=1[CH2:2][C:15]#[N:16]. The catalyst is CS(C)=O. The reactants are Br[CH2:2][C:3]1[C:4]([Cl:14])=[C:5]([O:12][CH3:13])[CH:6]=[C:7]([O:10][CH3:11])[C:8]=1[F:9].[C-:15]#[N:16].[Na+]. The yield is 0.450. (3) The reactants are [I:1][C:2]1[C:6]([C:7]([O:9]CC)=[O:8])=[CH:5][N:4]([CH3:12])[N:3]=1.[OH-].[K+]. The catalyst is C(O)C.O. The product is [I:1][C:2]1[C:6]([C:7]([OH:9])=[O:8])=[CH:5][N:4]([CH3:12])[N:3]=1. The yield is 0.700. (4) The reactants are [CH3:1][O:2][CH2:3][CH2:4][O:5][C:6]1[CH:7]=[C:8]([CH2:17][CH2:18][C:19]([OH:21])=O)[CH:9]=[CH:10][C:11]=1[O:12][CH2:13][CH2:14][O:15][CH3:16].[OH-].[Na+]. The catalyst is CS(O)(=O)=O. The product is [CH3:1][O:2][CH2:3][CH2:4][O:5][C:6]1[CH:7]=[C:8]2[C:9](=[CH:10][C:11]=1[O:12][CH2:13][CH2:14][O:15][CH3:16])[C:19](=[O:21])[CH2:18][CH2:17]2. The yield is 0.283. (5) The reactants are [F:1][C:2]1[CH:30]=[CH:29][C:5]([CH2:6][N:7]2[C:12](=[O:13])[C:11]([CH2:14]OS(C)(=O)=O)=[CH:10][C:9]([C:20]3[CH:25]=[CH:24][C:23]([O:26][CH3:27])=[C:22]([F:28])[CH:21]=3)=[N:8]2)=[CH:4][CH:3]=1.[CH3:31][N:32]1[CH2:37][CH2:36][NH:35][CH2:34][CH2:33]1. No catalyst specified. The product is [F:1][C:2]1[CH:30]=[CH:29][C:5]([CH2:6][N:7]2[C:12](=[O:13])[C:11]([CH2:14][N:35]3[CH2:36][CH2:37][N:32]([CH3:31])[CH2:33][CH2:34]3)=[CH:10][C:9]([C:20]3[CH:25]=[CH:24][C:23]([O:26][CH3:27])=[C:22]([F:28])[CH:21]=3)=[N:8]2)=[CH:4][CH:3]=1. The yield is 0.458. (6) The reactants are [CH2:1]([O:8][C:9](=[O:26])[C:10]([CH3:25])([O:12][C:13]1[CH:18]=[CH:17][CH:16]=[C:15]([CH:19]2[CH2:24][CH2:23][CH2:22][NH:21][CH2:20]2)[CH:14]=1)[CH3:11])[C:2]1[CH:7]=[CH:6][CH:5]=[CH:4][CH:3]=1.[CH:27]([C:30]1[CH:35]=[CH:34][C:33]([CH2:36][C:37](O)=[O:38])=[CH:32][CH:31]=1)([CH3:29])[CH3:28].Cl.CN(C)CCCN=C=NCC. The catalyst is C(Cl)Cl. The product is [CH2:1]([O:8][C:9](=[O:26])[C:10]([O:12][C:13]1[CH:18]=[CH:17][CH:16]=[C:15]([CH:19]2[CH2:24][CH2:23][CH2:22][N:21]([C:37](=[O:38])[CH2:36][C:33]3[CH:34]=[CH:35][C:30]([CH:27]([CH3:28])[CH3:29])=[CH:31][CH:32]=3)[CH2:20]2)[CH:14]=1)([CH3:11])[CH3:25])[C:2]1[CH:7]=[CH:6][CH:5]=[CH:4][CH:3]=1. The yield is 0.890. (7) The reactants are [CH3:1][C:2]1([CH3:10])[O:7][CH2:6][CH:5]([CH2:8][OH:9])[CH2:4][O:3]1.[H-].[Na+].Cl[C:14]1[CH:19]=[CH:18][N+:17]([O-:20])=[C:16]([CH3:21])[C:15]=1[CH3:22]. The catalyst is CS(C)=O. The product is [CH3:1][C:2]1([CH3:10])[O:7][CH2:6][CH:5]([CH2:8][O:9][C:14]2[CH:19]=[CH:18][N+:17]([O-:20])=[C:16]([CH3:21])[C:15]=2[CH3:22])[CH2:4][O:3]1. The yield is 0.748.